Dataset: Full USPTO retrosynthesis dataset with 1.9M reactions from patents (1976-2016). Task: Predict the reactants needed to synthesize the given product. (1) Given the product [OH:4][C:5]1[CH:6]=[C:7]([CH:11]=[CH:12][CH:13]=1)[C:8]([NH:18][C:19]1[CH:24]=[CH:23][CH:22]=[CH:21][CH:20]=1)=[O:10], predict the reactants needed to synthesize it. The reactants are: C([O:4][C:5]1[CH:6]=[C:7]([CH:11]=[CH:12][CH:13]=1)[C:8]([OH:10])=O)(=O)C.S(Cl)(Cl)=O.[NH2:18][C:19]1[CH:24]=[CH:23][CH:22]=[CH:21][CH:20]=1.C(N(CC)C(C)C)(C)C. (2) The reactants are: [N+:1]([C:4]1[CH:12]=[CH:11][C:7]([C:8]([NH2:10])=[O:9])=[CH:6][CH:5]=1)([O-:3])=[O:2].[Cl:13][C:14]1[CH:15]=[C:16]([CH:21]=[CH:22][CH:23]=1)[C:17](=O)[CH2:18]Br. Given the product [Cl:13][C:14]1[CH:15]=[C:16]([C:17]2[N:10]=[C:8]([C:7]3[CH:6]=[CH:5][C:4]([N+:1]([O-:3])=[O:2])=[CH:12][CH:11]=3)[O:9][CH:18]=2)[CH:21]=[CH:22][CH:23]=1, predict the reactants needed to synthesize it. (3) Given the product [OH:32][CH2:31][CH2:30][N:29]([CH2:14][CH2:13][CH2:12][C:9]1[C:10](=[O:11])[N:5]([CH2:4][CH:1]2[CH2:2][CH2:3]2)[N:6]=[C:7]([C:20]2[CH:25]=[CH:24][C:23]([O:26][CH3:27])=[C:22]([F:28])[CH:21]=2)[CH:8]=1)[CH2:33][CH2:34][OH:35], predict the reactants needed to synthesize it. The reactants are: [CH:1]1([CH2:4][N:5]2[C:10](=[O:11])[C:9]([CH2:12][CH2:13][CH2:14]OS(C)(=O)=O)=[CH:8][C:7]([C:20]3[CH:25]=[CH:24][C:23]([O:26][CH3:27])=[C:22]([F:28])[CH:21]=3)=[N:6]2)[CH2:3][CH2:2]1.[NH:29]([CH2:33][CH2:34][OH:35])[CH2:30][CH2:31][OH:32]. (4) The reactants are: C(O[C:4](=[NH:25])[C:5]1[CH:10]=[CH:9][C:8]([CH:11]=[C:12]2[CH2:17][CH2:16][N:15]([CH2:18][C:19]3[CH:24]=[CH:23][CH:22]=[CH:21][CH:20]=3)[CH2:14][CH2:13]2)=[CH:7][CH:6]=1)C.[NH3:26]. Given the product [CH2:18]([N:15]1[CH2:14][CH2:13][C:12](=[CH:11][C:8]2[CH:9]=[CH:10][C:5]([C:4]([NH2:26])=[NH:25])=[CH:6][CH:7]=2)[CH2:17][CH2:16]1)[C:19]1[CH:20]=[CH:21][CH:22]=[CH:23][CH:24]=1, predict the reactants needed to synthesize it. (5) The reactants are: CN(C(ON1N=NC2C=CC=NC1=2)=[N+](C)C)C.F[P-](F)(F)(F)(F)F.[C:25]([O:29][C:30]([NH:32][C@@H:33]([CH2:37][CH2:38][CH2:39][CH2:40][CH2:41][CH:42]=[CH2:43])[C:34]([OH:36])=O)=[O:31])([CH3:28])([CH3:27])[CH3:26].[Br:44][C:45]1[CH:50]=[CH:49][C:48]([S:51]([O:54][C@@H:55]2[CH2:59][NH:58][C@H:57]([C:60]([NH:62][C@:63]3([C:68]([O:70][CH2:71][CH3:72])=[O:69])[CH2:65][C@H:64]3[CH:66]=[CH2:67])=[O:61])[CH2:56]2)(=[O:53])=[O:52])=[CH:47][CH:46]=1.CCN(C(C)C)C(C)C.Cl. Given the product [Br:44][C:45]1[CH:50]=[CH:49][C:48]([S:51]([O:54][C@@H:55]2[CH2:59][N:58]([C:34](=[O:36])[C@@H:33]([NH:32][C:30]([O:29][C:25]([CH3:26])([CH3:27])[CH3:28])=[O:31])[CH2:37][CH2:38][CH2:39][CH2:40][CH2:41][CH:42]=[CH2:43])[C@H:57]([C:60]([NH:62][C@:63]3([C:68]([O:70][CH2:71][CH3:72])=[O:69])[CH2:65][C@H:64]3[CH:66]=[CH2:67])=[O:61])[CH2:56]2)(=[O:52])=[O:53])=[CH:47][CH:46]=1, predict the reactants needed to synthesize it. (6) Given the product [ClH:40].[C:34]1([C:33]#[C:32][CH2:31][N:10]([CH2:9][C:8]#[C:7][C:1]2[CH:6]=[CH:5][CH:4]=[CH:3][CH:2]=2)[CH:11]2[CH2:16][CH2:15][N:14]([CH2:17][CH2:18][N:19]3[C:28]4[C:23](=[CH:24][CH:25]=[C:26]([F:29])[CH:27]=4)[N:22]=[CH:21][C:20]3=[O:30])[CH2:13][CH2:12]2)[CH:39]=[CH:38][CH:37]=[CH:36][CH:35]=1, predict the reactants needed to synthesize it. The reactants are: [C:1]1([C:7]#[C:8][CH2:9][N:10]([CH2:31][C:32]#[C:33][C:34]2[CH:39]=[CH:38][CH:37]=[CH:36][CH:35]=2)[CH:11]2[CH2:16][CH2:15][N:14]([CH2:17][CH2:18][N:19]3[C:28]4[C:23](=[CH:24][CH:25]=[C:26]([F:29])[CH:27]=4)[N:22]=[CH:21][C:20]3=[O:30])[CH2:13][CH2:12]2)[CH:6]=[CH:5][CH:4]=[CH:3][CH:2]=1.[ClH:40].C(OCC)(=O)C. (7) The reactants are: [C:1]1([C:7]2[C:11]([C:12]([F:15])([F:14])[F:13])=[C:10]([C:16]([OH:18])=O)[O:9][N:8]=2)[CH:6]=[CH:5][CH:4]=[CH:3][CH:2]=1.N1C=CC=CC=1.Cl.[NH2:26][CH:27]1[CH2:36][CH2:35][C:34]2[C:29](=[CH:30][CH:31]=[C:32]([Br:37])[CH:33]=2)[C:28]1=[O:38].C(N(C(C)C)CC)(C)C. Given the product [Br:37][C:32]1[CH:33]=[C:34]2[C:29](=[CH:30][CH:31]=1)[C:28](=[O:38])[CH:27]([NH:26][C:16]([C:10]1[O:9][N:8]=[C:7]([C:1]3[CH:2]=[CH:3][CH:4]=[CH:5][CH:6]=3)[C:11]=1[C:12]([F:13])([F:14])[F:15])=[O:18])[CH2:36][CH2:35]2, predict the reactants needed to synthesize it.